Task: Predict the reaction yield, written as a fraction of the theoretical maximum amount of product (1.0 means a 100% yield; for example, 0.34 means a 34% yield).. Dataset: Reaction yield outcomes from USPTO patents with 853,638 reactions The reactants are C(=O)([O-])[O-].[K+].[K+].[OH:7][C:8]1[CH:17]=[CH:16][C:11]([C:12]([O:14][CH3:15])=[O:13])=[CH:10][CH:9]=1.Cl[CH2:19][C:20]([NH:22][C:23]1[CH:28]=[CH:27][C:26]([O:29][CH3:30])=[CH:25][CH:24]=1)=[O:21].O. The catalyst is CN(C=O)C. The product is [CH3:30][O:29][C:26]1[CH:27]=[CH:28][C:23]([NH:22][C:20](=[O:21])[CH2:19][O:7][C:8]2[CH:9]=[CH:10][C:11]([C:12]([O:14][CH3:15])=[O:13])=[CH:16][CH:17]=2)=[CH:24][CH:25]=1. The yield is 0.555.